Predict which catalyst facilitates the given reaction. From a dataset of Catalyst prediction with 721,799 reactions and 888 catalyst types from USPTO. (1) Reactant: [CH2:1]([NH2:3])[CH3:2].CO.[Cl:6][C:7]1[C:8]([F:36])=[C:9]([C@@H:13]2[C@:17]([C:20]3[CH:25]=[CH:24][C:23]([Cl:26])=[CH:22][C:21]=3[F:27])([C:18]#[N:19])[C@H:16]([CH2:28][C:29]([CH3:32])([CH3:31])[CH3:30])[NH:15][C@H:14]2[C:33](O)=[O:34])[CH:10]=[CH:11][CH:12]=1.CN(C(ON1N=NC2C=CC=NC1=2)=[N+](C)C)C.F[P-](F)(F)(F)(F)F. Product: [CH2:1]([NH:3][C:33]([C@H:14]1[C@H:13]([C:9]2[CH:10]=[CH:11][CH:12]=[C:7]([Cl:6])[C:8]=2[F:36])[C@:17]([C:20]2[CH:25]=[CH:24][C:23]([Cl:26])=[CH:22][C:21]=2[F:27])([C:18]#[N:19])[C@H:16]([CH2:28][C:29]([CH3:32])([CH3:31])[CH3:30])[NH:15]1)=[O:34])[CH3:2]. The catalyst class is: 2. (2) Reactant: [C:1]([C:4]1[C:5]([CH:15]2[CH2:18][CH2:17][CH2:16]2)=[CH:6][C:7]([CH3:14])=[C:8]([CH:13]=1)[C:9]([O:11][CH3:12])=[O:10])(=[S:3])[NH2:2].I[CH3:20]. Product: [CH:15]1([C:5]2[C:4]([C:1](=[NH:2])[S:3][CH3:20])=[CH:13][C:8]([C:9]([O:11][CH3:12])=[O:10])=[C:7]([CH3:14])[CH:6]=2)[CH2:16][CH2:17][CH2:18]1. The catalyst class is: 1. (3) Reactant: Br[C:2]1[CH:7]=[CH:6][CH:5]=[C:4]([O:8][CH3:9])[CH:3]=1.C([Sn](CCCC)(CCCC)[C:15]1[O:16][CH:17]=[CH:18][N:19]=1)CCC. Product: [CH3:9][O:8][C:4]1[CH:3]=[C:2]([C:15]2[O:16][CH:17]=[CH:18][N:19]=2)[CH:7]=[CH:6][CH:5]=1. The catalyst class is: 11. (4) Reactant: Br[CH2:2][CH:3]=[CH:4][C:5]([N:7]1[CH2:19][C:18]2[S:17][C:16]3[N:15]=[CH:14][N:13]=[C:12]([NH:20][C:21]4[CH:26]=[CH:25][C:24]([F:27])=[C:23]([Cl:28])[CH:22]=4)[C:11]=3[C:10]=2[CH2:9][CH2:8]1)=[O:6].[CH3:29][NH:30][CH3:31].CO.ClCCl. Product: [Cl:28][C:23]1[CH:22]=[C:21]([NH:20][C:12]2[C:11]3[C:10]4[CH2:9][CH2:8][N:7]([C:5](=[O:6])/[CH:4]=[CH:3]/[CH2:2][N:30]([CH3:31])[CH3:29])[CH2:19][C:18]=4[S:17][C:16]=3[N:15]=[CH:14][N:13]=2)[CH:26]=[CH:25][C:24]=1[F:27]. The catalyst class is: 4.